This data is from Full USPTO retrosynthesis dataset with 1.9M reactions from patents (1976-2016). The task is: Predict the reactants needed to synthesize the given product. (1) Given the product [F:39][C:30]1[CH:31]=[C:32]([C:35]([F:36])([F:37])[F:38])[CH:33]=[CH:34][C:29]=1[C:26]1[O:25][C:24]([NH:23][C:16]2[C:15]3[CH2:14][CH:13]([NH2:12])[CH2:22][CH2:21][C:20]=3[CH:19]=[CH:18][CH:17]=2)=[N:28][CH:27]=1, predict the reactants needed to synthesize it. The reactants are: I[Si](C)(C)C.C(OC(=O)[NH:12][CH:13]1[CH2:22][CH2:21][C:20]2[C:15](=[C:16]([NH:23][C:24]3[O:25][C:26]([C:29]4[CH:34]=[CH:33][C:32]([C:35]([F:38])([F:37])[F:36])=[CH:31][C:30]=4[F:39])=[CH:27][N:28]=3)[CH:17]=[CH:18][CH:19]=2)[CH2:14]1)(C)(C)C. (2) Given the product [ClH:1].[CH:29]1([C:32]2[N:33]([CH2:23][C@H:10]3[C@H:9]([C:4]4[CH:5]=[CH:6][C:7]([Cl:8])=[C:2]([Cl:1])[CH:3]=4)[O:15][CH2:14][CH2:13][NH:12][CH2:11]3)[N:34]=[C:35]([C:37]([OH:39])=[O:38])[CH:36]=2)[CH2:30][CH2:31]1, predict the reactants needed to synthesize it. The reactants are: [Cl:1][C:2]1[CH:3]=[C:4]([C@@H:9]2[O:15][CH2:14][CH2:13][N:12](C(OC(C)(C)C)=O)[CH2:11][C@H:10]2[CH2:23]OS(C)(=O)=O)[CH:5]=[CH:6][C:7]=1[Cl:8].[CH:29]1([C:32]2[CH:36]=[C:35]([C:37]([O:39]CC)=[O:38])[NH:34][N:33]=2)[CH2:31][CH2:30]1. (3) Given the product [NH2:18][C:14]1[CH:15]=[CH:16][CH:17]=[C:10]([CH2:9][O:8][C:7]2[CH:21]=[CH:22][CH:23]=[CH:24][C:6]=2[I:5])[C:11]=1[C:12]#[N:13], predict the reactants needed to synthesize it. The reactants are: [Sn](Cl)Cl.Cl.[I:5][C:6]1[CH:24]=[CH:23][CH:22]=[CH:21][C:7]=1[O:8][CH2:9][C:10]1[CH:17]=[CH:16][CH:15]=[C:14]([N+:18]([O-])=O)[C:11]=1[C:12]#[N:13].[OH-].[K+]. (4) Given the product [CH2:3]([N:10]1[CH2:11][CH2:12][C:13](=[O:15])[C:24]([CH3:25])([CH3:26])[CH2:1]1)[C:4]1[CH:9]=[CH:8][CH:7]=[CH:6][CH:5]=1, predict the reactants needed to synthesize it. The reactants are: [CH2:1]=O.[CH2:3]([NH2:10])[C:4]1[CH:9]=[CH:8][CH:7]=[CH:6][CH:5]=1.[CH3:11][CH:12](C)[C:13](=[O:15])C.Cl.C(N([CH:24]([CH3:26])[CH3:25])C(C)C)C.[OH-].[K+].